Dataset: NCI-60 drug combinations with 297,098 pairs across 59 cell lines. Task: Regression. Given two drug SMILES strings and cell line genomic features, predict the synergy score measuring deviation from expected non-interaction effect. (1) Drug 1: CC1=CC=C(C=C1)C2=CC(=NN2C3=CC=C(C=C3)S(=O)(=O)N)C(F)(F)F. Drug 2: C1=NC2=C(N=C(N=C2N1C3C(C(C(O3)CO)O)F)Cl)N. Cell line: MALME-3M. Synergy scores: CSS=-5.03, Synergy_ZIP=1.84, Synergy_Bliss=1.58, Synergy_Loewe=-9.08, Synergy_HSA=-6.74. (2) Drug 1: CC12CCC3C(C1CCC2=O)CC(=C)C4=CC(=O)C=CC34C. Synergy scores: CSS=71.6, Synergy_ZIP=5.90, Synergy_Bliss=12.0, Synergy_Loewe=6.70, Synergy_HSA=8.98. Drug 2: C(CCl)NC(=O)N(CCCl)N=O. Cell line: HL-60(TB).